This data is from Reaction yield outcomes from USPTO patents with 853,638 reactions. The task is: Predict the reaction yield, written as a fraction of the theoretical maximum amount of product (1.0 means a 100% yield; for example, 0.34 means a 34% yield). (1) The catalyst is [Zn].C1C=CC(P(C2C=CC=CC=2)[C-]2C=CC=C2)=CC=1.C1C=CC(P(C2C=CC=CC=2)[C-]2C=CC=C2)=CC=1.Cl[Pd]Cl.[Fe+2]. The product is [Cl:7][C:6]1[CH:5]=[CH:4][S:3][C:2]=1[C:25]1[N:20]2[N:21]=[C:22]([CH3:24])[CH:23]=[C:18]([CH:15]([CH2:13][CH3:14])[CH2:16][CH3:17])[C:19]2=[N:27][C:26]=1[CH3:28]. The yield is 0.620. The reactants are Br[C:2]1[S:3][CH:4]=[CH:5][C:6]=1[Cl:7].C1COCC1.[CH2:13]([CH:15]([C:18]1[C:19]2[N:20]([C:25](I)=[C:26]([CH3:28])[N:27]=2)[N:21]=[C:22]([CH3:24])[CH:23]=1)[CH2:16][CH3:17])[CH3:14]. (2) The reactants are [Cl:1][C:2]1[CH:7]=[CH:6][C:5]([CH2:8][N:9]2[CH2:14][CH2:13][N:12]([C:15]([O:17][C:18]([CH3:21])([CH3:20])[CH3:19])=O)[CH2:11][CH2:10]2)=[C:4]([N:22]2[CH2:26][CH2:25][C@@H:24]([NH:27][C:28](=[O:33])[CH2:29][CH2:30][CH2:31]Cl)[CH2:23]2)[CH:3]=1.[H-].[Na+].CN(C=O)C.[OH2:41]. No catalyst specified. The product is [Cl:1][C:2]1[CH:7]=[CH:6][C:5]([CH2:8][N:9]2[CH2:10][CH2:11][N:12]([C:15]([O:17][C:18]([CH3:21])([CH3:20])[CH3:19])=[O:41])[CH2:13][CH2:14]2)=[C:4]([N:22]2[CH2:26][CH2:25][C@@H:24]([N:27]3[CH2:31][CH2:30][CH2:29][C:28]3=[O:33])[CH2:23]2)[CH:3]=1. The yield is 0.960.